From a dataset of Forward reaction prediction with 1.9M reactions from USPTO patents (1976-2016). Predict the product of the given reaction. (1) Given the reactants [Br:1][CH2:2][C:3](=O)[C:4]([C:6]1[CH:11]=[CH:10][CH:9]=[CH:8][C:7]=1[Cl:12])=O.C(OCC)(=O)C.[N+:20]([C:23]1[C:24]([NH2:30])=[C:25]([NH2:29])[CH:26]=[CH:27][CH:28]=1)([O-:22])=[O:21], predict the reaction product. The product is: [Br:1][CH2:2][C:3]1[C:4]([C:6]2[CH:11]=[CH:10][CH:9]=[CH:8][C:7]=2[Cl:12])=[N:30][C:24]2[C:25](=[CH:26][CH:27]=[CH:28][C:23]=2[N+:20]([O-:22])=[O:21])[N:29]=1. (2) Given the reactants C(O[C:6]([N:8](C)[C:9]1[N:14]=[C:13]([CH2:15][CH2:16][O:17][C:18]2[N:23]=[CH:22][C:21]([CH2:24][C@@H:25]([C:37]([O:39]C(C)(C)C)=[O:38])[NH:26][C:27]([C:29]3[C:34]([Cl:35])=[CH:33][CH:32]=[CH:31][C:30]=3[Cl:36])=[O:28])=[CH:20][CH:19]=2)[CH:12]=[CH:11][CH:10]=1)=O)(C)(C)C, predict the reaction product. The product is: [Cl:35][C:34]1[CH:33]=[CH:32][CH:31]=[C:30]([Cl:36])[C:29]=1[C:27]([NH:26][C@H:25]([C:37]([OH:39])=[O:38])[CH2:24][C:21]1[CH:22]=[N:23][C:18]([O:17][CH2:16][CH2:15][C:13]2[CH:12]=[CH:11][CH:10]=[C:9]([NH:8][CH3:6])[N:14]=2)=[CH:19][CH:20]=1)=[O:28].